Dataset: Forward reaction prediction with 1.9M reactions from USPTO patents (1976-2016). Task: Predict the product of the given reaction. Given the reactants FC(F)(F)C(O)=O.[Cl:8][C:9]1[CH:14]=[C:13]2[NH:15][C:16](=[O:38])[C:17]3([CH:21]([C:22]4[CH:27]=[CH:26][CH:25]=[C:24]([Cl:28])[C:23]=4[F:29])[CH:20]([C:30](O)=[O:31])[NH:19][CH:18]3[CH2:33][C:34]([CH3:37])([CH3:36])[CH3:35])[C:12]2=[CH:11][CH:10]=1.C(N(C(C)C)CC)(C)C.C1(P(Cl)(C2C=CC=CC=2)=O)C=CC=CC=1.[CH3:63][CH:64]1[CH2:69][N:68]([C:70]2[CH:76]=[CH:75][C:73]([NH2:74])=[C:72]([O:77][CH3:78])[CH:71]=2)[CH2:67][CH:66]([CH3:79])[O:65]1, predict the reaction product. The product is: [CH3:63][CH:64]1[O:65][CH:66]([CH3:79])[CH2:67][N:68]([C:70]2[CH:76]=[CH:75][C:73]([NH:74][C:30]([CH:20]3[NH:19][CH:18]([CH2:33][C:34]([CH3:37])([CH3:36])[CH3:35])[C:17]4([C:12]5[C:13](=[CH:14][C:9]([Cl:8])=[CH:10][CH:11]=5)[NH:15][C:16]4=[O:38])[CH:21]3[C:22]3[CH:27]=[CH:26][CH:25]=[C:24]([Cl:28])[C:23]=3[F:29])=[O:31])=[C:72]([O:77][CH3:78])[CH:71]=2)[CH2:69]1.